Dataset: Forward reaction prediction with 1.9M reactions from USPTO patents (1976-2016). Task: Predict the product of the given reaction. (1) The product is: [OH:2][C:3]1[CH:4]=[C:5]2[C:10](=[CH:11][C:12]=1[OH:13])[N:9]=[CH:8][C:7]([C:15]#[N:16])=[C:6]2[CH3:17]. Given the reactants C[O:2][C:3]1[CH:4]=[C:5]2[C:10](=[CH:11][C:12]=1[O:13]C)[N:9]=[CH:8][C:7]([C:15]#[N:16])=[C:6]2[CH3:17].Cl.N1C=CC=CC=1.[NH4+].[OH-], predict the reaction product. (2) Given the reactants C[O:2][C:3](=O)[C@@H:4]([NH:13][C:14]([C:16]1[CH:24]=[C:23]2[C:19]([CH:20]=[N:21][N:22]2[CH2:25][CH:26]([CH3:28])[CH3:27])=[CH:18][C:17]=1[O:29][C:30]1[CH:35]=[CH:34][C:33]([F:36])=[CH:32][C:31]=1[F:37])=[O:15])[CH2:5][CH2:6][N:7]([CH2:9][CH2:10][O:11][CH3:12])[CH3:8].[BH4-].[Na+], predict the reaction product. The product is: [OH:2][CH2:3][C@@H:4]([NH:13][C:14]([C:16]1[CH:24]=[C:23]2[C:19]([CH:20]=[N:21][N:22]2[CH2:25][CH:26]([CH3:28])[CH3:27])=[CH:18][C:17]=1[O:29][C:30]1[CH:35]=[CH:34][C:33]([F:36])=[CH:32][C:31]=1[F:37])=[O:15])[CH2:5][CH2:6][N:7]([CH2:9][CH2:10][O:11][CH3:12])[CH3:8]. (3) Given the reactants Cl.[CH3:2][C:3]1[C:4]([N:11]2[CH2:16][CH2:15][NH:14][CH2:13][CH2:12]2)=[N:5][C:6]([CH3:10])=[C:7]([CH3:9])[CH:8]=1.[OH-].[Na+], predict the reaction product. The product is: [CH3:2][C:3]1[C:4]([N:11]2[CH2:12][CH2:13][NH:14][CH2:15][CH2:16]2)=[N:5][C:6]([CH3:10])=[C:7]([CH3:9])[CH:8]=1. (4) Given the reactants [NH:1]1[C:9]2[C:4](=[CH:5][CH:6]=[CH:7][CH:8]=2)[C:3]2([C:13]3[CH:14]=[CH:15][C:16]4[O:17][CH2:18][CH2:19][O:20][C:21]=4[C:12]=3[O:11][CH2:10]2)[C:2]1=[O:22].Cl.CO.Cl.[F:27][C:28](F)([F:37])[C:29]1[C:30]([CH2:35]O)=[N:31][CH:32]=[CH:33][CH:34]=1, predict the reaction product. The product is: [F:27][CH:28]([F:37])[C:29]1[C:30]([CH2:35][N:1]2[C:9]3[C:4](=[CH:5][CH:6]=[CH:7][CH:8]=3)[C@@:3]3([C:13]4[C:12](=[CH:21][C:16]5[O:17][CH2:18][CH2:19][O:20][C:15]=5[CH:14]=4)[O:11][CH2:10]3)[C:2]2=[O:22])=[N:31][CH:32]=[CH:33][CH:34]=1. (5) Given the reactants [C:1]([O:5][C:6](=[O:37])[CH2:7][O:8][C:9]1[CH:14]=[CH:13][C:12]([NH2:15])=[C:11]([C:16]([N:18]2[CH2:23][CH2:22][CH:21]([N:24]3[CH2:36][CH2:35][CH2:34][C:26]4([C:30](=[O:31])[O:29][C:28]([CH3:33])([CH3:32])[CH2:27]4)[CH2:25]3)[CH2:20][CH2:19]2)=[O:17])[CH:10]=1)([CH3:4])([CH3:3])[CH3:2].[CH2:38]([N:40]=[C:41]=[O:42])[CH3:39].C(OC(C)C)(C)C, predict the reaction product. The product is: [C:1]([O:5][C:6](=[O:37])[CH2:7][O:8][C:9]1[CH:14]=[CH:13][C:12]([NH:15][C:41]([NH:40][CH2:38][CH3:39])=[O:42])=[C:11]([C:16]([N:18]2[CH2:19][CH2:20][CH:21]([N:24]3[CH2:36][CH2:35][CH2:34][C:26]4([C:30](=[O:31])[O:29][C:28]([CH3:32])([CH3:33])[CH2:27]4)[CH2:25]3)[CH2:22][CH2:23]2)=[O:17])[CH:10]=1)([CH3:2])([CH3:3])[CH3:4]. (6) Given the reactants [CH3:1][O:2][C:3]1[CH:8]=[CH:7][C:6]([C:9]2[N:14]=[N:13][C:12]([C:15]#[C:16][CH2:17][CH2:18][C:19]3[CH:32]=[CH:31][C:22]([CH2:23][N:24]4[CH2:29][CH2:28][CH:27]([OH:30])[CH2:26][CH2:25]4)=[CH:21][CH:20]=3)=[CH:11][CH:10]=2)=[CH:5][CH:4]=1, predict the reaction product. The product is: [CH3:1][O:2][C:3]1[CH:4]=[CH:5][C:6]([C:9]2[N:14]=[N:13][C:12]([CH2:15][CH2:16][CH2:17][CH2:18][C:19]3[CH:20]=[CH:21][C:22]([CH2:23][N:24]4[CH2:25][CH2:26][CH:27]([OH:30])[CH2:28][CH2:29]4)=[CH:31][CH:32]=3)=[CH:11][CH:10]=2)=[CH:7][CH:8]=1. (7) The product is: [CH:33]1([CH2:36][N:37]2[C:45]3[C:40](=[CH:41][C:42]([NH:46][C:8]4[C:17]5[C:12](=[CH:13][CH:14]=[C:15]([C:18]6[CH:19]=[CH:20][C:21]([CH2:22][N:23]7[CH2:28][CH:27]8[CH:25]([CH:26]8[CH2:29][OH:30])[CH2:24]7)=[CH:31][CH:32]=6)[CH:16]=5)[N:11]=[CH:10][N:9]=4)=[CH:43][CH:44]=3)[CH:39]=[CH:38]2)[CH2:34][CH2:35]1. Given the reactants O([C:8]1[C:17]2[C:12](=[CH:13][CH:14]=[C:15]([C:18]3[CH:32]=[CH:31][C:21]([CH2:22][N:23]4[CH2:28][CH:27]5[CH:25]([CH:26]5[CH2:29][OH:30])[CH2:24]4)=[CH:20][CH:19]=3)[CH:16]=2)[N:11]=[CH:10][N:9]=1)C1C=CC=CC=1.[CH:33]1([CH2:36][N:37]2[C:45]3[C:40](=[CH:41][C:42]([NH2:46])=[CH:43][CH:44]=3)[CH:39]=[CH:38]2)[CH2:35][CH2:34]1.Cl.[NH+]1C=CC=CC=1.C1(O)C=CC=CC=1, predict the reaction product. (8) Given the reactants C[O:2][C:3](=[O:33])[C:4]1[CH:9]=[C:8]([Cl:10])[C:7]([NH:11][C:12]2[S:13][C:14]3[N:15]=[CH:16][N:17]=[C:18]([NH:21][C:22]4[CH:27]=[CH:26][C:25]([C:28]([F:31])([F:30])[F:29])=[CH:24][CH:23]=4)[C:19]=3[N:20]=2)=[C:6]([Cl:32])[CH:5]=1.O.[OH-].[Li+], predict the reaction product. The product is: [Cl:32][C:6]1[CH:5]=[C:4]([CH:9]=[C:8]([Cl:10])[C:7]=1[NH:11][C:12]1[S:13][C:14]2[N:15]=[CH:16][N:17]=[C:18]([NH:21][C:22]3[CH:23]=[CH:24][C:25]([C:28]([F:31])([F:29])[F:30])=[CH:26][CH:27]=3)[C:19]=2[N:20]=1)[C:3]([OH:33])=[O:2]. (9) Given the reactants [C:1]([O:5][C:6](=[O:46])[NH:7][CH2:8][CH:9]([C:30]1[CH:35]=[CH:34][C:33](B2OC(C)(C)C(C)(C)O2)=[CH:32][C:31]=1[CH3:45])[CH2:10][C:11]1[CH:16]=[CH:15][C:14]([O:17][CH2:18][CH2:19][O:20][C:21]2[C:26]([Cl:27])=[CH:25][C:24]([CH3:28])=[CH:23][C:22]=2[Cl:29])=[CH:13][CH:12]=1)([CH3:4])([CH3:3])[CH3:2].Br[C:48]1[N:55]=[CH:54][CH:53]=[CH:52][C:49]=1[CH:50]=[O:51], predict the reaction product. The product is: [Cl:29][C:22]1[CH:23]=[C:24]([CH3:28])[CH:25]=[C:26]([Cl:27])[C:21]=1[O:20][CH2:19][CH2:18][O:17][C:14]1[CH:15]=[CH:16][C:11]([CH2:10][CH:9]([C:30]2[CH:35]=[CH:34][C:33]([C:48]3[C:49]([CH:50]=[O:51])=[CH:52][CH:53]=[CH:54][N:55]=3)=[CH:32][C:31]=2[CH3:45])[CH2:8][NH:7][C:6](=[O:46])[O:5][C:1]([CH3:3])([CH3:2])[CH3:4])=[CH:12][CH:13]=1. (10) Given the reactants CC1(C)CCCC(C)(C)N1.C([Li])CCC.[CH3:16][O:17][C:18]1[N:23]=[C:22]([O:24][CH3:25])[CH:21]=[CH:20][N:19]=1.C(=O)=O.[CH3:29][O:30][C:31]1[C:38]([O:39][CH3:40])=[CH:37][C:34]([CH:35]=[O:36])=[C:33]([CH:41]([CH3:49])[CH2:42][C:43]2[CH:48]=[CH:47][CH:46]=[CH:45][CH:44]=2)[CH:32]=1, predict the reaction product. The product is: [CH3:29][O:30][C:31]1[C:38]([O:39][CH3:40])=[CH:37][C:34]([CH:35]([C:21]2[C:22]([O:24][CH3:25])=[N:23][C:18]([O:17][CH3:16])=[N:19][CH:20]=2)[OH:36])=[C:33]([CH:41]([CH3:49])[CH2:42][C:43]2[CH:48]=[CH:47][CH:46]=[CH:45][CH:44]=2)[CH:32]=1.